This data is from Full USPTO retrosynthesis dataset with 1.9M reactions from patents (1976-2016). The task is: Predict the reactants needed to synthesize the given product. (1) Given the product [CH3:12][C:11]1[C:10]([N:14]2[CH:18]=[CH:17][C:16]([C:19]([F:22])([F:21])[F:20])=[N:15]2)=[C:9]([OH:8])[NH:24][N:25]=1, predict the reactants needed to synthesize it. The reactants are: C([O:8][C:9](=O)[CH:10]([N:14]1[CH:18]=[CH:17][C:16]([C:19]([F:22])([F:21])[F:20])=[N:15]1)[C:11](=O)[CH3:12])C1C=CC=CC=1.[NH2:24][NH2:25].[Cl-].[NH4+]. (2) Given the product [O:31]=[C:30]1[C:29]2[C:24](=[CH:25][CH:26]=[CH:27][CH:28]=2)[C:23](=[O:32])[N:22]1[CH2:21][C@@H:9]([NH:5][C:6](=[O:8])[O:7][C:11]([CH3:16])([CH3:12])[CH3:10])[CH2:10][C:11]1[CH:12]=[CH:13][C:14]([C:17]2[N:33]=[C:34]3[C:39]([CH:40]([OH:42])[CH3:41])=[CH:38][CH:37]=[CH:36][N:35]3[CH:18]=2)=[CH:15][CH:16]=1, predict the reactants needed to synthesize it. The reactants are: CC([N:5]([C@H:9]([CH2:21][N:22]1[C:30](=[O:31])[C:29]2[C:24](=[CH:25][CH:26]=[CH:27][CH:28]=2)[C:23]1=[O:32])[CH2:10][C:11]1[CH:16]=[CH:15][C:14]([C:17](=O)[CH2:18]Br)=[CH:13][CH:12]=1)[C:6](=[O:8])[O-:7])(C)C.[NH2:33][C:34]1[C:39]([CH:40]([OH:42])[CH3:41])=[CH:38][CH:37]=[CH:36][N:35]=1.C(=O)(O)[O-].[Na+]. (3) Given the product [CH3:33][O:34][CH2:35][CH2:36][N:37]([CH2:1][C:3]1[CH:4]=[CH:5][C:6]([C:9]2[CH:10]=[C:11]3[C:17]([NH:18][C:19]([C:21]4[CH:22]=[N:23][N:24]([CH2:26][C:27]5[CH:32]=[CH:31][CH:30]=[CH:29][CH:28]=5)[CH:25]=4)=[O:20])=[CH:16][NH:15][C:12]3=[N:13][CH:14]=2)=[CH:7][CH:8]=1)[CH3:38], predict the reactants needed to synthesize it. The reactants are: [CH:1]([C:3]1[CH:8]=[CH:7][C:6]([C:9]2[CH:10]=[C:11]3[C:17]([NH:18][C:19]([C:21]4[CH:22]=[N:23][N:24]([CH2:26][C:27]5[CH:32]=[CH:31][CH:30]=[CH:29][CH:28]=5)[CH:25]=4)=[O:20])=[CH:16][NH:15][C:12]3=[N:13][CH:14]=2)=[CH:5][CH:4]=1)=O.[CH3:33][O:34][CH2:35][CH2:36][NH:37][CH3:38].CC(O)=O. (4) Given the product [C:35]([OH:37])([C:34]([F:39])([F:38])[F:33])=[O:36].[C:55]([CH2:54][C:48]1([N:46]2[CH:47]=[C:43]([C:40]([NH2:41])=[O:42])[C:44]([NH:57][C:58]3[CH:59]=[CH:60][C:61]([F:64])=[CH:62][CH:63]=3)=[N:45]2)[CH2:53][CH2:52][N:51]([C:4](=[O:5])[CH2:3][C:2]([F:8])([F:7])[F:1])[CH2:50][CH2:49]1)#[N:56], predict the reactants needed to synthesize it. The reactants are: [F:1][C:2]([F:8])([F:7])[CH2:3][C:4](O)=[O:5].CN(C(ON1N=NC2C=CC=NC1=2)=[N+](C)C)C.F[P-](F)(F)(F)(F)F.[F:33][C:34]([F:39])([F:38])[C:35]([O-:37])=[O:36].[C:40]([C:43]1[C:44]([NH:57][C:58]2[CH:63]=[CH:62][C:61]([F:64])=[CH:60][CH:59]=2)=[N:45][N:46]([C:48]2([CH2:54][C:55]#[N:56])[CH2:53][CH2:52][NH2+:51][CH2:50][CH2:49]2)[CH:47]=1)(=[O:42])[NH2:41].CCN(C(C)C)C(C)C. (5) Given the product [Cl:19][C:20]1[CH:25]=[C:24]([B:9]2[O:10][C:11]([CH3:16])([CH3:17])[C:12]([CH3:14])([CH3:15])[O:13]2)[CH:23]=[C:22]([Cl:26])[C:21]=1[O:27][CH2:28][C:29]([F:30])([F:31])[F:32], predict the reactants needed to synthesize it. The reactants are: [CH3:16][C:11]1([CH3:17])[C:12]([CH3:15])([CH3:14])[O:13][B:9]([B:9]2[O:13][C:12]([CH3:15])([CH3:14])[C:11]([CH3:17])([CH3:16])[O:10]2)[O:10]1.[Cl:19][C:20]1[CH:25]=[CH:24][CH:23]=[C:22]([Cl:26])[C:21]=1[O:27][CH2:28][C:29]([F:32])([F:31])[F:30].CC(=O)OCC.